The task is: Predict the reactants needed to synthesize the given product.. This data is from Full USPTO retrosynthesis dataset with 1.9M reactions from patents (1976-2016). (1) Given the product [CH2:1]([O:8][CH2:9][CH2:10][CH2:11][CH2:12][S:13][C:14]1[CH:15]=[C:16](/[CH:23]=[CH:22]/[CH2:21][NH:24][C:25](=[O:30])[C:26]([F:29])([F:28])[F:27])[CH:17]=[CH:18][CH:19]=1)[C:2]1[CH:7]=[CH:6][CH:5]=[CH:4][CH:3]=1, predict the reactants needed to synthesize it. The reactants are: [CH2:1]([O:8][CH2:9][CH2:10][CH2:11][CH2:12][S:13][C:14]1[CH:19]=[CH:18][CH:17]=[C:16](Br)[CH:15]=1)[C:2]1[CH:7]=[CH:6][CH:5]=[CH:4][CH:3]=1.[CH2:21]([NH:24][C:25](=[O:30])[C:26]([F:29])([F:28])[F:27])[CH:22]=[CH2:23]. (2) Given the product [CH2:26]([N:30]1[C:34]([C:35]([C:37]2[CH:38]=[CH:39][C:40]([Cl:43])=[CH:41][CH:42]=2)([C:7]2[CH:8]=[C:9]3[C:14](=[CH:15][CH:16]=2)[N:13]=[C:12]([O:17][CH3:18])[CH:11]=[C:10]3[C:19]2[CH:24]=[CH:23][CH:22]=[C:21]([Cl:25])[CH:20]=2)[OH:36])=[CH:33][N:32]=[CH:31]1)[CH2:27][CH2:28][CH3:29], predict the reactants needed to synthesize it. The reactants are: C([Li])CCC.Br[C:7]1[CH:8]=[C:9]2[C:14](=[CH:15][CH:16]=1)[N:13]=[C:12]([O:17][CH3:18])[CH:11]=[C:10]2[C:19]1[CH:24]=[CH:23][CH:22]=[C:21]([Cl:25])[CH:20]=1.[CH2:26]([N:30]1[C:34]([C:35]([C:37]2[CH:42]=[CH:41][C:40]([Cl:43])=[CH:39][CH:38]=2)=[O:36])=[CH:33][N:32]=[CH:31]1)[CH2:27][CH2:28][CH3:29].O. (3) Given the product [Cl:5][C:6]1[CH:11]=[CH:10][C:9]([S:12]([NH:4][O:2][CH3:3])(=[O:14])=[O:13])=[CH:8][C:7]=1[N+:16]([O-:18])=[O:17], predict the reactants needed to synthesize it. The reactants are: Cl.[O:2]([NH2:4])[CH3:3].[Cl:5][C:6]1[CH:11]=[CH:10][C:9]([S:12](Cl)(=[O:14])=[O:13])=[CH:8][C:7]=1[N+:16]([O-:18])=[O:17].O. (4) Given the product [Cl:1][C:2]1[CH:7]=[C:6]([NH2:8])[CH:5]=[CH:4][C:3]=1[N:11]1[CH2:12][CH2:13][N:14]([CH3:17])[CH2:15][CH2:16]1, predict the reactants needed to synthesize it. The reactants are: [Cl:1][C:2]1[CH:7]=[C:6]([N+:8]([O-])=O)[CH:5]=[CH:4][C:3]=1[N:11]1[CH2:16][CH2:15][N:14]([CH3:17])[CH2:13][CH2:12]1.